This data is from Reaction yield outcomes from USPTO patents with 853,638 reactions. The task is: Predict the reaction yield, written as a fraction of the theoretical maximum amount of product (1.0 means a 100% yield; for example, 0.34 means a 34% yield). The reactants are C[O:2][C:3]([C:5]1[C:6]([C:15]2[C:16]([C:25](OC)=[O:26])=[CH:17][C:18]([O:23][CH3:24])=[CH:19][C:20]=2[O:21][CH3:22])=[C:7]([O:13][CH3:14])[CH:8]=[C:9]([O:11][CH3:12])[CH:10]=1)=O.[H-].[H-].[H-].[H-].[Li+].[Al+3]. The catalyst is C1COCC1. The product is [OH:2][CH2:3][C:5]1[C:6]([C:15]2[C:20]([O:21][CH3:22])=[CH:19][C:18]([O:23][CH3:24])=[CH:17][C:16]=2[CH2:25][OH:26])=[C:7]([O:13][CH3:14])[CH:8]=[C:9]([O:11][CH3:12])[CH:10]=1. The yield is 0.770.